From a dataset of Full USPTO retrosynthesis dataset with 1.9M reactions from patents (1976-2016). Predict the reactants needed to synthesize the given product. (1) Given the product [NH3:23].[CH2:42]([O:49][C:50]1[CH:55]=[CH:54][C:53]([C@@H:56]([O:59][Si:60]([C:63]([CH3:64])([CH3:66])[CH3:65])([CH3:62])[CH3:61])[CH2:57][NH:23][CH2:22][CH2:21][CH2:20][CH2:19][CH2:18][CH2:17][CH2:16][O:15][C:14]2[CH:24]=[CH:25][C:11]([O:10][CH2:3][C:4]3[CH:5]=[CH:6][CH:7]=[CH:8][CH:9]=3)=[C:12]([C@@H:26]([C:36]3[CH:37]=[CH:38][CH:39]=[CH:40][CH:41]=3)[CH2:27][CH2:28][N:29]([CH:33]([CH3:34])[CH3:35])[CH:30]([CH3:32])[CH3:31])[CH:13]=2)=[CH:52][C:51]=1[NH:67][S:68]([CH3:71])(=[O:69])=[O:70])[C:43]1[CH:48]=[CH:47][CH:46]=[CH:45][CH:44]=1, predict the reactants needed to synthesize it. The reactants are: Cl.Cl.[CH2:3]([O:10][C:11]1[CH:25]=[CH:24][C:14]([O:15][CH2:16][CH2:17][CH2:18][CH2:19][CH2:20][CH2:21][CH2:22][NH2:23])=[CH:13][C:12]=1[C@@H:26]([C:36]1[CH:41]=[CH:40][CH:39]=[CH:38][CH:37]=1)[CH2:27][CH2:28][N:29]([CH:33]([CH3:35])[CH3:34])[CH:30]([CH3:32])[CH3:31])[C:4]1[CH:9]=[CH:8][CH:7]=[CH:6][CH:5]=1.[CH2:42]([O:49][C:50]1[CH:55]=[CH:54][C:53]([C@@H:56]([O:59][Si:60]([C:63]([CH3:66])([CH3:65])[CH3:64])([CH3:62])[CH3:61])[CH2:57]Br)=[CH:52][C:51]=1[NH:67][S:68]([CH3:71])(=[O:70])=[O:69])[C:43]1[CH:48]=[CH:47][CH:46]=[CH:45][CH:44]=1.C(=O)([O-])O.[Na+].[I-].[K+]. (2) Given the product [NH2:46][C@H:41]1[CH2:42][C@@H:43]([CH3:45])[CH2:44][N:39]([C:38]2[CH:37]=[CH:36][N:35]=[CH:34][C:33]=2[NH:32][C:29]([C:13]2[C:12]([NH:11][C:9](=[O:10])[O:8][CH2:1][C:2]3[CH:7]=[CH:6][CH:5]=[CH:4][CH:3]=3)=[CH:21][C:20]3[C:15](=[CH:16][C:17]([N:22]4[CH2:27][CH2:26][NH:25][C:24](=[O:28])[CH2:23]4)=[CH:18][CH:19]=3)[N:14]=2)=[O:30])[CH2:40]1, predict the reactants needed to synthesize it. The reactants are: [CH2:1]([O:8][C:9]([NH:11][C:12]1[C:13]([C:29](O)=[O:30])=[N:14][C:15]2[C:20]([CH:21]=1)=[CH:19][CH:18]=[C:17]([N:22]1[CH2:27][CH2:26][NH:25][C:24](=[O:28])[CH2:23]1)[CH:16]=2)=[O:10])[C:2]1[CH:7]=[CH:6][CH:5]=[CH:4][CH:3]=1.[NH2:32][C:33]1[CH:34]=[N:35][CH:36]=[CH:37][C:38]=1[N:39]1[CH2:44][C@H:43]([CH3:45])[CH2:42][C@H:41]([NH:46]C(=O)OC(C)(C)C)[CH2:40]1.CN(C(ON1N=NC2C=CC=NC1=2)=[N+](C)C)C.F[P-](F)(F)(F)(F)F.CCN(C(C)C)C(C)C. (3) Given the product [CH3:6][C:5]1[C:4]([C:8]2[CH:9]=[CH:10][C:11]([N+:14]([O-:16])=[O:15])=[CH:12][CH:13]=2)=[CH:3][NH:2][C:17]=1[C:24]([O:26][CH2:27][CH3:28])=[O:25], predict the reactants needed to synthesize it. The reactants are: C[N:2]([CH3:17])/[CH:3]=[C:4](\[C:8]1[CH:13]=[CH:12][C:11]([N+:14]([O-:16])=[O:15])=[CH:10][CH:9]=1)/[C:5](=O)[CH3:6].Cl.NCC(C[C:24]([OH:26])=[O:25])=O.[C:27](O)(=O)[CH3:28]. (4) Given the product [CH:18]1([CH:9]2[CH2:10][CH2:11][C:12]3[C:17]4=[C:16]([C:6]([C:4]([OH:5])=[O:3])=[CH:7][N:8]24)[CH:15]=[CH:14][CH:13]=3)[CH2:19][CH2:20][CH2:21][CH2:22]1, predict the reactants needed to synthesize it. The reactants are: C([O:3][C:4]([C:6]1[C:16]2=[C:17]3[C:12](=[CH:13][CH:14]=[CH:15]2)[CH2:11][CH2:10][CH:9]([CH:18]2[CH2:22][CH2:21][CH2:20][CH2:19]2)[N:8]3[CH:7]=1)=[O:5])C.[OH-].[Na+].Cl. (5) Given the product [CH3:9][C:4]1[NH:3][C:2]([C:10]2[CH:19]=[CH:12][CH:13]=[CH:14][CH:15]=2)=[CH:7][C:6](=[O:17])[CH:5]=1, predict the reactants needed to synthesize it. The reactants are: C[C:2]1([CH3:10])[CH2:7][CH2:6][CH2:5][C:4]([CH3:9])(C)[NH:3]1.[Li][CH2:12][CH2:13][CH2:14][CH3:15].Cl.[OH-:17].[Na+].[CH2:19]1COCC1.